This data is from Forward reaction prediction with 1.9M reactions from USPTO patents (1976-2016). The task is: Predict the product of the given reaction. The product is: [CH:42]1[C:43]2[C:38](=[CH:37][C:36]3[C:45]([C:44]=2[O:46][P:47]2[O:24][C:6]4[C:5]([C:1]([CH3:4])([CH3:2])[CH3:3])=[CH:10][C:9]([O:11][CH3:12])=[CH:8][C:7]=4[C:13]4[C:22]5[C:17]([CH:16]=[CH:15][C:14]=4[O:23]2)=[CH:18][CH:19]=[CH:20][CH:21]=5)=[CH:32][CH:33]=[CH:34][CH:35]=3)[CH:39]=[CH:40][CH:41]=1. Given the reactants [C:1]([C:5]1[C:6]([OH:24])=[C:7]([C:13]2[C:22]3[C:17](=[CH:18][CH:19]=[CH:20][CH:21]=3)[CH:16]=[CH:15][C:14]=2[OH:23])[CH:8]=[C:9]([O:11][CH3:12])[CH:10]=1)([CH3:4])([CH3:3])[CH3:2].C(N(CC)CC)C.[CH:32]1[C:45]2[C:36](=[CH:37][C:38]3[C:43]([C:44]=2[O:46][P:47](Cl)Cl)=[CH:42][CH:41]=[CH:40][CH:39]=3)[CH:35]=[CH:34][CH:33]=1, predict the reaction product.